From a dataset of Full USPTO retrosynthesis dataset with 1.9M reactions from patents (1976-2016). Predict the reactants needed to synthesize the given product. (1) Given the product [C:29]([Si:26]([O:25][CH2:24][CH2:23][O:13][C:3]1[CH:4]=[C:5]([N+:10]([O-:12])=[O:11])[C:6]([CH3:9])=[C:7]([F:8])[C:2]=1[F:1])([CH3:28])[CH3:27])([CH3:32])([CH3:31])[CH3:30], predict the reactants needed to synthesize it. The reactants are: [F:1][C:2]1[C:7]([F:8])=[C:6]([CH3:9])[C:5]([N+:10]([O-:12])=[O:11])=[CH:4][C:3]=1[OH:13].C(=O)([O-])[O-].[Cs+].[Cs+].[I-].[Na+].Br[CH2:23][CH2:24][O:25][Si:26]([C:29]([CH3:32])([CH3:31])[CH3:30])([CH3:28])[CH3:27]. (2) Given the product [C:24]([O:23][C@@H:18]([C:9]1[C:8]([CH3:28])=[CH:7][C:5]2[N:6]=[C:2]([C:35]3[N:34]=[C:33]4[C:32]([C:52]5[CH:53]=[N:54][CH:55]=[CH:56][CH:57]=5)=[N:31][N:30]([CH3:29])[C:38]4=[CH:37][CH:36]=3)[S:3][C:4]=2[C:10]=1[C:11]1[CH:16]=[CH:15][C:14]([Cl:17])=[CH:13][CH:12]=1)[C:19]([O:21][CH3:22])=[O:20])([CH3:27])([CH3:26])[CH3:25], predict the reactants needed to synthesize it. The reactants are: Br[C:2]1[S:3][C:4]2[C:10]([C:11]3[CH:16]=[CH:15][C:14]([Cl:17])=[CH:13][CH:12]=3)=[C:9]([C@H:18]([O:23][C:24]([CH3:27])([CH3:26])[CH3:25])[C:19]([O:21][CH3:22])=[O:20])[C:8]([CH3:28])=[CH:7][C:5]=2[N:6]=1.[CH3:29][N:30]1[C:38]2[C:33](=[N:34][C:35]([Sn](CCCC)(CCCC)CCCC)=[CH:36][CH:37]=2)[C:32]([C:52]2[CH:53]=[N:54][CH:55]=[CH:56][CH:57]=2)=[N:31]1.[Li+].[Cl-].